Dataset: TCR-epitope binding with 47,182 pairs between 192 epitopes and 23,139 TCRs. Task: Binary Classification. Given a T-cell receptor sequence (or CDR3 region) and an epitope sequence, predict whether binding occurs between them. The epitope is LPAADLDDF. The TCR CDR3 sequence is CASSGTGHRNEQFF. Result: 0 (the TCR does not bind to the epitope).